This data is from Forward reaction prediction with 1.9M reactions from USPTO patents (1976-2016). The task is: Predict the product of the given reaction. (1) Given the reactants [CH3:1][O:2][CH2:3][C:4]1[CH:13]=[C:12]([CH3:14])[C:11]2[CH2:10][CH2:9][CH2:8][CH:7]([OH:15])[C:6]=2[N:5]=1, predict the reaction product. The product is: [CH3:1][O:2][CH2:3][C:4]1[CH:13]=[C:12]([CH3:14])[C:11]2[CH2:10][CH2:9][CH2:8][C:7](=[O:15])[C:6]=2[N:5]=1. (2) The product is: [Si:1]([O:8][CH:9]([CH2:34][CH2:35][CH2:36][CH2:37][CH2:38][CH2:39][CH3:40])[CH2:10][CH2:11][C@@H:12]1[C@@H:13]2[C@@H:14]([O:32][C:31](=[O:33])[CH2:30][CH2:29][CH2:28][CH:27]=[CH:26][CH2:25]2)[CH2:15][C@H:16]1[O:17][CH:18]1[CH2:23][CH2:22][CH2:21][CH2:20][O:19]1)([C:4]([CH3:5])([CH3:7])[CH3:6])([CH3:2])[CH3:3]. Given the reactants [Si:1]([O:8][CH:9]([CH2:34][CH2:35][CH2:36][CH2:37][CH2:38][CH2:39][CH3:40])[CH2:10][CH2:11][C@H:12]1[C@H:16]([O:17][CH:18]2[CH2:23][CH2:22][CH2:21][CH2:20][O:19]2)[CH2:15][C@H:14](O)[C@@H:13]1[CH2:25]/[CH:26]=[CH:27]\[CH2:28][CH2:29][CH2:30][C:31]([OH:33])=[O:32])([C:4]([CH3:7])([CH3:6])[CH3:5])([CH3:3])[CH3:2].C1C=C(SSC2N=CC=CC=2)N=CC=1.C1(P(C2C=CC=CC=2)C2C=CC=CC=2)C=CC=CC=1, predict the reaction product. (3) Given the reactants [NH2:1][C@H:2]1[CH2:7][CH2:6][CH2:5][CH2:4][C@H:3]1[NH:8][C:9]1[N:10]=[N:11][C:12]([C:22]([NH2:24])=[O:23])=[C:13]([NH:15][C:16]2[CH:17]=NC=[CH:20][CH:21]=2)[N:14]=1.C1C=CC(P(C2C(C3C(P(C4C=CC=CC=4)C4C=CC=CC=4)=CC=C4C=3C=CC=C4)=C3C(C=CC=C3)=CC=2)C2C=CC=CC=2)=CC=1.CC1(C)C2C(=C(P(C3C=CC=CC=3)C3C=CC=CC=3)C=CC=2)OC2C(P(C3C=CC=CC=3)C3C=CC=CC=3)=CC=CC1=2.IC1C=C[N:117]=[C:116]2[N:120]([CH3:123])[N:121]=[CH:122]C=12, predict the reaction product. The product is: [NH2:1][C@H:2]1[CH2:7][CH2:6][CH2:5][CH2:4][C@H:3]1[NH:8][C:9]1[N:10]=[N:11][C:12]([C:22]([NH2:24])=[O:23])=[C:13]([NH:15][C:16]2[CH:21]=[CH:20][N:117]=[C:116]3[N:120]([CH3:123])[N:121]=[CH:122][C:17]=23)[N:14]=1. (4) Given the reactants [OH:1][C:2]1[CH:7]=[C:6]([OH:8])[CH:5]=[CH:4][C:3]=1[C:9]1[N:14]=[C:13]([C:15]2[CH:20]=[CH:19][C:18]([CH3:21])=[CH:17][C:16]=2[CH3:22])[N:12]=[C:11]([C:23]2[CH:28]=[CH:27][C:26]([CH3:29])=[CH:25][C:24]=2[CH3:30])[N:10]=1.Cl[CH2:32][C:33]([O:35][CH2:36][CH3:37])=[O:34].C(=O)([O-])[O-].[K+].[K+], predict the reaction product. The product is: [CH2:36]([O:35][C:33](=[O:34])[CH2:32][O:8][C:6]1[CH:5]=[CH:4][C:3]([C:9]2[N:10]=[C:11]([C:23]3[CH:28]=[CH:27][C:26]([CH3:29])=[CH:25][C:24]=3[CH3:30])[N:12]=[C:13]([C:15]3[CH:20]=[CH:19][C:18]([CH3:21])=[CH:17][C:16]=3[CH3:22])[N:14]=2)=[C:2]([OH:1])[CH:7]=1)[CH3:37]. (5) Given the reactants C([O:3][C:4](=O)[C:5]([NH:19][CH:20]=[O:21])=[C:6]([C:11]1[CH:16]=[C:15]([F:17])[CH:14]=[C:13]([F:18])[CH:12]=1)[C:7]([F:10])([F:9])[F:8])C.[BH4-].[Na+].[BH4-].[Li+], predict the reaction product. The product is: [F:17][C:15]1[CH:16]=[C:11]([CH:6]([C:7]([F:10])([F:8])[F:9])[CH:5]([NH:19][CH:20]=[O:21])[CH2:4][OH:3])[CH:12]=[C:13]([F:18])[CH:14]=1. (6) Given the reactants CC(C)([O-])C.[K+].[CH:7]([C:10]1[C:18]2[C:13](=[CH:14][CH:15]=[CH:16][CH:17]=2)[NH:12][CH:11]=1)([CH3:9])[CH3:8].[CH3:19][O:20][C:21](=[O:32])[C:22]1[CH:27]=[CH:26][C:25]([S:28](Cl)(=[O:30])=[O:29])=[CH:24][CH:23]=1.C(OC(C)=O)C.O, predict the reaction product. The product is: [CH3:19][O:20][C:21](=[O:32])[C:22]1[CH:23]=[CH:24][C:25]([S:28]([N:12]2[C:13]3[C:18](=[CH:17][CH:16]=[CH:15][CH:14]=3)[C:10]([CH:7]([CH3:9])[CH3:8])=[CH:11]2)(=[O:29])=[O:30])=[CH:26][CH:27]=1. (7) Given the reactants [Cl:1][C:2]1[NH:7][C:6](=[O:8])[N:5]([CH3:9])[C:4](=[O:10])[CH:3]=1.C[N:12]1[CH2:16][CH2:15][CH2:14][C:13]1=O.C(N(C(C)C)CC)(C)C.[C:27]1(C)[CH:32]=CC=[CH:29][CH:28]=1, predict the reaction product. The product is: [Cl:1][C:2]1[N:7]([CH2:13][C:14]2[CH:29]=[CH:28][CH:27]=[CH:32][C:15]=2[C:16]#[N:12])[C:6](=[O:8])[N:5]([CH3:9])[C:4](=[O:10])[CH:3]=1.